Dataset: Full USPTO retrosynthesis dataset with 1.9M reactions from patents (1976-2016). Task: Predict the reactants needed to synthesize the given product. (1) Given the product [CH2:1]([O:8][C:9]([N:11]1[CH2:15][C:14](=[O:16])[N:13]=[C:12]1[NH:17][CH2:21][C:20]1[CH:23]=[CH:24][C:25]([CH3:27])=[CH:26][C:19]=1[CH3:18])=[O:10])[C:2]1[CH:7]=[CH:6][CH:5]=[CH:4][CH:3]=1, predict the reactants needed to synthesize it. The reactants are: [CH2:1]([O:8][C:9]([N:11]1[CH2:15][C:14](=[O:16])[N:13]=[C:12]1[NH2:17])=[O:10])[C:2]1[CH:7]=[CH:6][CH:5]=[CH:4][CH:3]=1.[CH3:18][C:19]1[CH:26]=[C:25]([CH3:27])[CH:24]=[CH:23][C:20]=1[CH2:21]Br.C([O-])([O-])=O.[K+].[K+]. (2) Given the product [O:13]=[C:10]1[CH:11]=[CH:12][NH:7][N:8]=[C:9]1[C:14]([OH:16])=[O:15], predict the reactants needed to synthesize it. The reactants are: CN1C=C([N:7]2[CH:12]=[CH:11][C:10](=[O:13])[C:9]([C:14]([O:16]C(C)(C)C)=[O:15])=[N:8]2)C=N1.C(O)(C(F)(F)F)=O. (3) Given the product [Cl:8][C:5]1[CH:6]=[CH:7][C:2]2[NH:1][C:19](=[O:27])[C@@H:20]([CH2:22][C:23]([OH:25])=[O:24])[S:21][C@H:9]([C:11]3[CH:16]=[CH:15][CH:14]=[CH:13][C:12]=3[Cl:33])[C:3]=2[CH:4]=1, predict the reactants needed to synthesize it. The reactants are: [NH2:1][C:2]1[CH:7]=[CH:6][C:5]([Cl:8])=[CH:4][C:3]=1[CH:9]([C:11]1[CH:16]=[CH:15][CH:14]=[CH:13][C:12]=1OC)O.[C:19]([OH:27])(=O)[CH:20]([CH2:22][C:23]([OH:25])=[O:24])[SH:21].[OH-].[Na+].O.[OH-].[Li+].[ClH:33]. (4) Given the product [CH2:20]([O:22][C:23](=[O:28])[CH:24]=[C:25]([NH:13][C:12]1[CH:14]=[CH:15][CH:16]=[CH:17][C:11]=1[N:8]1[CH2:7][CH2:6][N:5]([C:3](=[O:4])[C:2]([F:1])([F:18])[F:19])[CH2:10][CH2:9]1)[CH3:27])[CH3:21], predict the reactants needed to synthesize it. The reactants are: [F:1][C:2]([F:19])([F:18])[C:3]([N:5]1[CH2:10][CH2:9][N:8]([C:11]2[CH:17]=[CH:16][CH:15]=[CH:14][C:12]=2[NH2:13])[CH2:7][CH2:6]1)=[O:4].[CH2:20]([O:22][C:23](=[O:28])[CH2:24][C:25]([CH3:27])=O)[CH3:21].C(O)(=O)C. (5) Given the product [Br:47][CH2:2][C:1]([C:4]1[C:9]2[N:10]3[CH2:24][CH2:23][N:22]([CH3:25])[C:21](=[O:26])[C:11]3=[C:12]([O:13][CH2:14][C:15]3[CH:20]=[CH:19][CH:18]=[CH:17][CH:16]=3)[C:8]=2[C:7](=[O:27])[N:6]([CH2:28][C:29]2[CH:34]=[CH:33][C:32]([F:35])=[C:31]([Cl:36])[CH:30]=2)[N:5]=1)=[O:3], predict the reactants needed to synthesize it. The reactants are: [C:1]([C:4]1[C:9]2[N:10]3[CH2:24][CH2:23][N:22]([CH3:25])[C:21](=[O:26])[C:11]3=[C:12]([O:13][CH2:14][C:15]3[CH:20]=[CH:19][CH:18]=[CH:17][CH:16]=3)[C:8]=2[C:7](=[O:27])[N:6]([CH2:28][C:29]2[CH:34]=[CH:33][C:32]([F:35])=[C:31]([Cl:36])[CH:30]=2)[N:5]=1)(=[O:3])[CH3:2].C[Si]([N-][Si](C)(C)C)(C)C.[Li+].[Br:47]Br.[Br-].